From a dataset of Reaction yield outcomes from USPTO patents with 853,638 reactions. Predict the reaction yield, written as a fraction of the theoretical maximum amount of product (1.0 means a 100% yield; for example, 0.34 means a 34% yield). The product is [ClH:41].[CH3:1][O:2][CH2:3][CH2:4][O:5][C:6]1[CH:7]=[C:8]2[C:13](=[CH:14][C:15]=1[O:16][CH2:17][CH2:18][O:19][CH3:20])[N:12]=[CH:11][N:10]=[C:9]2[O:21][C:22]1[CH:23]=[C:24]([NH:28][C:29]([NH:31][C:32]2[CH:36]=[C:35]([C:37]([CH3:40])([CH3:39])[CH3:38])[O:34][N:33]=2)=[O:30])[CH:25]=[CH:26][CH:27]=1. The catalyst is C(Cl)Cl.CO. The reactants are [CH3:1][O:2][CH2:3][CH2:4][O:5][C:6]1[CH:7]=[C:8]2[C:13](=[CH:14][C:15]=1[O:16][CH2:17][CH2:18][O:19][CH3:20])[N:12]=[CH:11][N:10]=[C:9]2[O:21][C:22]1[CH:23]=[C:24]([NH:28][C:29]([NH:31][C:32]2[CH:36]=[C:35]([C:37]([CH3:40])([CH3:39])[CH3:38])[O:34][N:33]=2)=[O:30])[CH:25]=[CH:26][CH:27]=1.[ClH:41].CCOCC. The yield is 0.850.